Dataset: Full USPTO retrosynthesis dataset with 1.9M reactions from patents (1976-2016). Task: Predict the reactants needed to synthesize the given product. Given the product [C:11]([NH:14][C@@H:15]([CH2:19][C:20]1[CH:21]=[CH:22][CH:23]=[CH:24][CH:25]=1)[C:16]([NH:38][C@H:39]([C:40](=[O:41])[NH:42][CH2:43][CH2:44][CH2:45][CH2:46][CH3:47])[CH2:48][C:49]1[CH:50]=[CH:51][C:52]([N:55]2[CH2:59][C:58](=[O:60])[N:57]([CH2:61][C:62]3[CH:67]=[CH:66][C:65]([O:68][CH3:69])=[CH:64][CH:63]=3)[S:56]2(=[O:70])=[O:71])=[CH:53][CH:54]=1)=[O:17])(=[O:13])[CH3:12], predict the reactants needed to synthesize it. The reactants are: C1C=CC2N(O)N=NC=2C=1.[C:11]([NH:14][C@@H:15]([CH2:19][C:20]1[CH:25]=[CH:24][CH:23]=[CH:22][CH:21]=1)[C:16](O)=[O:17])(=[O:13])[CH3:12].CCN=C=NCCCN(C)C.Cl.[NH2:38][C@@H:39]([CH2:48][C:49]1[CH:54]=[CH:53][C:52]([N:55]2[CH2:59][C:58](=[O:60])[N:57]([CH2:61][C:62]3[CH:67]=[CH:66][C:65]([O:68][CH3:69])=[CH:64][CH:63]=3)[S:56]2(=[O:71])=[O:70])=[CH:51][CH:50]=1)[C:40]([NH:42][CH2:43][CH2:44][CH2:45][CH2:46][CH3:47])=[O:41].